This data is from Catalyst prediction with 721,799 reactions and 888 catalyst types from USPTO. The task is: Predict which catalyst facilitates the given reaction. Reactant: [CH:1]([C:4]1[N:8]([CH:9]2[CH2:14][CH2:13][N:12]([CH2:15][CH2:16][CH:17]([CH:24]3[CH2:29][CH2:28][N:27](C(OC(C)(C)C)=O)[CH2:26][CH2:25]3)[C:18]3[CH:23]=[CH:22][CH:21]=[CH:20][CH:19]=3)[CH2:11][CH2:10]2)[C:7]([CH3:37])=[N:6][N:5]=1)([CH3:3])[CH3:2].FC(F)(F)C(O)=O. Product: [CH:1]([C:4]1[N:8]([CH:9]2[CH2:14][CH2:13][N:12]([CH2:15][CH2:16][CH:17]([C:18]3[CH:23]=[CH:22][CH:21]=[CH:20][CH:19]=3)[CH:24]3[CH2:29][CH2:28][NH:27][CH2:26][CH2:25]3)[CH2:11][CH2:10]2)[C:7]([CH3:37])=[N:6][N:5]=1)([CH3:2])[CH3:3]. The catalyst class is: 4.